Dataset: Reaction yield outcomes from USPTO patents with 853,638 reactions. Task: Predict the reaction yield, written as a fraction of the theoretical maximum amount of product (1.0 means a 100% yield; for example, 0.34 means a 34% yield). (1) The reactants are [C:1]([C:5]1[CH:6]=[C:7]([N+:15]([O-:17])=[O:16])[C:8]([O:13][CH3:14])=[C:9]([CH:12]=1)[CH:10]=[O:11])([CH3:4])([CH3:3])[CH3:2].C[Si](C)(C)[C:20]([F:23])([F:22])[F:21].[F-].C([N+](CCCC)(CCCC)CCCC)CCC.Cl. The catalyst is C1COCC1. The product is [C:1]([C:5]1[CH:6]=[C:7]([N+:15]([O-:17])=[O:16])[C:8]([O:13][CH3:14])=[C:9]([CH:10]([OH:11])[C:20]([F:23])([F:22])[F:21])[CH:12]=1)([CH3:4])([CH3:2])[CH3:3]. The yield is 0.940. (2) The reactants are [O:1]=[C:2]1[C:10]2[C:5](=[N:6][C:7]([CH:11]=[O:12])=[CH:8][CH:9]=2)[CH2:4][O:3]1.[CH2:13](O)[CH2:14][OH:15].O.C1(C)C=CC(S(O)(=O)=O)=CC=1.C([O-])(O)=O.[Na+]. The catalyst is C1C=CC=CC=1. The product is [O:12]1[CH2:13][CH2:14][O:15][CH:11]1[C:7]1[N:6]=[C:5]2[CH2:4][O:3][C:2](=[O:1])[C:10]2=[CH:9][CH:8]=1. The yield is 0.330.